Dataset: Reaction yield outcomes from USPTO patents with 853,638 reactions. Task: Predict the reaction yield, written as a fraction of the theoretical maximum amount of product (1.0 means a 100% yield; for example, 0.34 means a 34% yield). (1) The yield is 0.510. The reactants are [CH:1]([O:4][C:5]([N:7]1[C:20]2[C:12](=[CH:13][C:14]3[CH2:15][CH2:16][CH2:17][C:18]=3[CH:19]=2)[CH:11]([N:21]([CH2:27][C:28]2[CH:33]=[C:32]([C:34]([F:37])([F:36])[F:35])[CH:31]=[C:30]([C:38]([F:41])([F:40])[F:39])[CH:29]=2)[C:22]2[N:23]=[N:24][NH:25][N:26]=2)[CH2:10][CH2:9][CH2:8]1)=[O:6])([CH3:3])[CH3:2].CO.[C:44]1(P(C2C=CC=CC=2)C2C=CC=CC=2)C=CC=CC=1.N(C(OCC)=O)=NC(OCC)=O. The product is [CH:1]([O:4][C:5]([N:7]1[C:20]2[C:12](=[CH:13][C:14]3[CH2:15][CH2:16][CH2:17][C:18]=3[CH:19]=2)[CH:11]([N:21]([CH2:27][C:28]2[CH:29]=[C:30]([C:38]([F:39])([F:40])[F:41])[CH:31]=[C:32]([C:34]([F:35])([F:36])[F:37])[CH:33]=2)[C:22]2[N:23]=[N:24][N:25]([CH3:44])[N:26]=2)[CH2:10][CH2:9][CH2:8]1)=[O:6])([CH3:3])[CH3:2]. The catalyst is ClCCl. (2) The reactants are [Br:1][C:2]1[CH:7]=[CH:6][C:5]([NH:8][C:9]2[C:10]([C:17]([OH:19])=O)=[CH:11][N:12]([CH3:16])[C:13](=[O:15])[CH:14]=2)=[C:4]([F:20])[CH:3]=1.CCN=C=NCCCN(C)C.C1C=CC2N(O)N=NC=2C=1.[CH:42]([O:44][CH2:45][CH2:46][O:47][NH2:48])=[CH2:43].CCN(CC)CC. The catalyst is CN(C=O)C.CCOC(C)=O. The product is [CH:42]([O:44][CH2:45][CH2:46][O:47][NH:48][C:17]([C:10]1[C:9]([NH:8][C:5]2[CH:6]=[CH:7][C:2]([Br:1])=[CH:3][C:4]=2[F:20])=[CH:14][C:13](=[O:15])[N:12]([CH3:16])[CH:11]=1)=[O:19])=[CH2:43]. The yield is 0.520. (3) The reactants are [Cl-].O[NH3+:3].[C:4](=[O:7])([O-])[OH:5].[Na+].CS(C)=O.[NH:13]1[C:21]2[C:16](=[CH:17][C:18]([C:22]3[C:27](=[O:28])[N:26]([CH2:29][C:30]4[CH:35]=[CH:34][C:33]([C:36]5[C:37]([C:42]#[N:43])=[CH:38][CH:39]=[CH:40][CH:41]=5)=[CH:32][CH:31]=4)[C:25]([CH2:44][CH2:45][CH3:46])=[N:24][C:23]=3[CH3:47])=[CH:19][CH:20]=2)[CH:15]=[CH:14]1. The catalyst is C(OCC)(=O)C. The product is [NH:13]1[C:21]2[C:16](=[CH:17][C:18]([C:22]3[C:27](=[O:28])[N:26]([CH2:29][C:30]4[CH:35]=[CH:34][C:33]([C:36]5[CH:41]=[CH:40][CH:39]=[CH:38][C:37]=5[C:42]5[NH:3][C:4](=[O:7])[O:5][N:43]=5)=[CH:32][CH:31]=4)[C:25]([CH2:44][CH2:45][CH3:46])=[N:24][C:23]=3[CH3:47])=[CH:19][CH:20]=2)[CH:15]=[CH:14]1. The yield is 0.200. (4) The reactants are Cl[CH2:2][CH2:3][CH2:4][S:5]([CH3:8])(=[O:7])=[O:6].[NH:9]1[C:17]2[CH:16]=[CH:15][CH:14]=[C:13]([OH:18])[C:12]=2[CH:11]=[CH:10]1.C([O-])([O-])=O.[K+].[K+]. The catalyst is CC#N. The product is [CH3:8][S:5]([CH2:4][CH2:3][CH2:2][O:18][C:13]1[CH:14]=[CH:15][CH:16]=[C:17]2[C:12]=1[CH:11]=[CH:10][NH:9]2)(=[O:7])=[O:6]. The yield is 0.820. (5) The yield is 0.460. The reactants are C1(P(C2C=CC=CC=2)C2C=CC=CC=2)C=CC=CC=1.[N:20]1([CH:25](O)[CH3:26])[CH2:24][CH2:23][CH2:22][CH2:21]1.CCOC(/N=N/C(OCC)=O)=O.O1CCCCC1[N:46]1[C:54]2[C:49](=[CH:50][C:51]([C:55]3[N:59]=[CH:58][N:57](C(C4C=CC=CC=4)(C4C=CC=CC=4)C4C=CC=CC=4)[N:56]=3)=[CH:52][CH:53]=2)[C:48]([C:79]2[CH:80]=[C:81]([OH:85])[CH:82]=[CH:83][CH:84]=2)=[N:47]1.Cl. The catalyst is O1CCCC1. The product is [NH:56]1[C:55]([C:51]2[CH:50]=[C:49]3[C:54](=[CH:53][CH:52]=2)[NH:46][N:47]=[C:48]3[C:79]2[CH:84]=[CH:83][CH:82]=[C:81]([O:85][CH2:26][CH2:25][N:20]3[CH2:24][CH2:23][CH2:22][CH2:21]3)[CH:80]=2)=[N:59][CH:58]=[N:57]1.